From a dataset of Full USPTO retrosynthesis dataset with 1.9M reactions from patents (1976-2016). Predict the reactants needed to synthesize the given product. (1) Given the product [C:1]([N:5]1[CH2:9][C:8]2[CH:10]=[C:11]([NH:14][C:15]3[C:19]4[C:20](=[O:24])[NH:21][CH:22]=[CH:23][C:18]=4[N:17]([C@@:25]4([CH2:38][C:39]#[N:40])[CH2:30][O:29][C@H:28]([C:31]([OH:33])=[O:32])[CH2:27][CH2:26]4)[N:16]=3)[CH:12]=[CH:13][C:7]=2[S:6]1(=[O:42])=[O:41])([CH3:4])([CH3:2])[CH3:3], predict the reactants needed to synthesize it. The reactants are: [C:1]([N:5]1[CH2:9][C:8]2[CH:10]=[C:11]([NH:14][C:15]3[C:19]4[C:20](=[O:24])[NH:21][CH:22]=[CH:23][C:18]=4[N:17]([C@@:25]4([CH2:38][C:39]#[N:40])[CH2:30][O:29][C@H:28]([C:31]([O:33]C(C)(C)C)=[O:32])[CH2:27][CH2:26]4)[N:16]=3)[CH:12]=[CH:13][C:7]=2[S:6]1(=[O:42])=[O:41])([CH3:4])([CH3:3])[CH3:2].C(O)(C(F)(F)F)=O. (2) Given the product [CH:1]([N:4]1[C:8]([C:9]2[N:18]=[C:17]3[C:16]4[CH:19]=[CH:20][C:21]([N:23]5[CH2:26][CH2:25][CH:24]5[C@@H:27]5[CH2:32][CH2:31][CH2:30][N:29]([CH:37]([CH3:39])[CH3:36])[CH2:28]5)=[CH:22][C:15]=4[O:14][CH2:13][CH2:12][N:11]3[CH:10]=2)=[N:7][C:6]([CH3:33])=[N:5]1)([CH3:3])[CH3:2], predict the reactants needed to synthesize it. The reactants are: [CH:1]([N:4]1[C:8]([C:9]2[N:18]=[C:17]3[N:11]([CH2:12][CH2:13][O:14][C:15]4[CH:22]=[C:21]([N:23]5[CH2:26][CH2:25][C@@H:24]5[CH:27]5[CH2:32][CH2:31][CH2:30][NH:29][CH2:28]5)[CH:20]=[CH:19][C:16]=43)[CH:10]=2)=[N:7][C:6]([CH3:33])=[N:5]1)([CH3:3])[CH3:2].[H][H].[CH3:36][C:37]([CH3:39])=O. (3) Given the product [F:37][C:2]([F:1])([F:36])[C:3]1[CH:4]=[CH:5][C:6]([NH:9][CH2:10][C@@H:11]2[CH2:17][C@@H:16]3[C@@H:14]([CH2:15]3)[CH2:13][N:12]2[C:18]([O:20][C:21]([CH3:22])([CH3:23])[CH3:24])=[O:19])=[N:7][CH:8]=1, predict the reactants needed to synthesize it. The reactants are: [F:1][C:2]([F:37])([F:36])[C:3]1[CH:4]=[CH:5][C:6]([NH:9][CH:10](NC2C=CC(C(F)(F)F)=CN=2)[C@@H:11]2[CH2:17][C@@H:16]3[C@@H:14]([CH2:15]3)[CH2:13][N:12]2[C:18]([O:20][C:21]([CH3:24])([CH3:23])[CH3:22])=[O:19])=[N:7][CH:8]=1.C(O[BH-](OC(=O)C)OC(=O)C)(=O)C.[Na+].C(O)(=O)C.O. (4) Given the product [O:17]=[C:4]1[CH2:5][O:6][C:7]2[CH:12]=[CH:11][C:10]([CH:22]=[O:28])=[N:9][C:8]=2[NH:14]1, predict the reactants needed to synthesize it. The reactants are: C(O[C:4](=[O:17])[CH2:5][O:6][C:7]1[C:8]([N+:14]([O-])=O)=[N:9][C:10](Br)=[CH:11][CH:12]=1)C.BrC1N=C([N+]([O-])=O)[C:22]([OH:28])=CC=1.C([O-])([O-])=O.[K+].[K+].BrCC(OCC)=O. (5) Given the product [Cl:38][C:34]1[C:33]([F:39])=[C:32]([C@@H:14]2[C@@:15]3([C:19]4[CH:20]=[N:21][CH:22]=[CH:23][C:18]=4[N:17]([CH2:42][OH:44])[C:16]3=[O:24])[C@H:25]([CH2:27][C:28]([CH3:31])([CH3:30])[CH3:29])[N:26]3[CH2:46][N:10]([C:7]4[CH:8]=[CH:9][C:4]([C:1]([NH2:2])=[O:3])=[C:5]([O:40][CH3:41])[CH:6]=4)[C:11](=[O:12])[C@@H:13]23)[CH:37]=[CH:36][CH:35]=1, predict the reactants needed to synthesize it. The reactants are: [C:1]([C:4]1[CH:9]=[CH:8][C:7]([NH:10][C:11]([CH:13]2[NH:26][CH:25]([CH2:27][C:28]([CH3:31])([CH3:30])[CH3:29])[C:15]3([C:19]4[CH:20]=[N:21][CH:22]=[CH:23][C:18]=4[NH:17][C:16]3=[O:24])[CH:14]2[C:32]2[CH:37]=[CH:36][CH:35]=[C:34]([Cl:38])[C:33]=2[F:39])=[O:12])=[CH:6][C:5]=1[O:40][CH3:41])(=[O:3])[NH2:2].[C:42](O)(=[O:44])C.[CH2:46]=O.[OH-].[Na+]. (6) Given the product [F:34][C:35]1[CH:40]=[CH:39][C:38]([CH:41]2[C:42]3=[N:43][N:44]([CH2:62][O:63][CH3:64])[CH:45]=[C:46]3[CH2:47][N:48]2[S:49]([C:52]2[CH:57]=[CH:56][C:55]([C:58]([F:61])([F:60])[F:59])=[CH:54][CH:53]=2)(=[O:51])=[O:50])=[CH:37][CH:36]=1, predict the reactants needed to synthesize it. The reactants are: N(C(OC(C)C)=O)=NC(OC(C)C)=O.C1(P(C2C=CC=CC=2)C2C=CC=CC=2)C=CC=CC=1.[F:34][C:35]1[CH:40]=[CH:39][C:38]([CH:41](O)[C:42]2[C:46]([CH2:47][NH:48][S:49]([C:52]3[CH:57]=[CH:56][C:55]([C:58]([F:61])([F:60])[F:59])=[CH:54][CH:53]=3)(=[O:51])=[O:50])=[CH:45][N:44]([CH2:62][O:63][CH3:64])[N:43]=2)=[CH:37][CH:36]=1.